From a dataset of Full USPTO retrosynthesis dataset with 1.9M reactions from patents (1976-2016). Predict the reactants needed to synthesize the given product. (1) Given the product [CH2:1]([O:3][C:4]([C:6]1[CH:7]=[N:8][N:9]([C:11]2[N:15]([CH2:16][O:17][CH2:18][CH2:19][O:20][CH3:21])[C:14]3[CH:22]=[C:23]([Cl:37])[C:24]([SH:26])=[CH:25][C:13]=3[N:12]=2)[CH:10]=1)=[O:5])[CH3:2], predict the reactants needed to synthesize it. The reactants are: [CH2:1]([O:3][C:4]([C:6]1[CH:7]=[N:8][N:9]([C:11]2[N:15]([CH2:16][O:17][CH2:18][CH2:19][O:20][CH3:21])[C:14]3[CH:22]=[C:23]([Cl:37])[C:24]([S:26]SC4C=CC=CC=4[N+]([O-])=O)=[CH:25][C:13]=3[N:12]=2)[CH:10]=1)=[O:5])[CH3:2].[BH4-].[Na+]. (2) Given the product [C:1]([O:5][C:6](=[O:31])[CH2:7][CH2:8][C:9]1[CH:14]=[C:13]([OH:15])[CH:12]=[CH:11][C:10]=1[CH2:23][N:24]([C:25]([O:27][CH:28]([CH3:29])[CH3:30])=[O:26])[CH3:34])([CH3:2])([CH3:3])[CH3:4], predict the reactants needed to synthesize it. The reactants are: [C:1]([O:5][C:6](=[O:31])[CH2:7][CH2:8][C:9]1[CH:14]=[C:13]([O:15]CC2C=CC=CC=2)[CH:12]=[CH:11][C:10]=1[CH2:23][NH:24][C:25]([O:27][CH:28]([CH3:30])[CH3:29])=[O:26])([CH3:4])([CH3:3])[CH3:2].[H-].[Na+].[CH3:34]I. (3) The reactants are: [C:1]([Si:5]([CH3:36])([CH3:35])[O:6][C@H:7]1[C@H:11]2[O:12][CH2:13][C@@H:14]([O:15][C:16]3[N:26]([CH2:27][O:28][CH2:29][CH2:30][Si:31]([CH3:34])([CH3:33])[CH3:32])[C:19]4=[N:20][C:21](I)=[C:22]([Cl:24])[CH:23]=[C:18]4[N:17]=3)[C@H:10]2[O:9][CH2:8]1)([CH3:4])([CH3:3])[CH3:2].CC1(C)C(C)(C)OB([C:45]2[CH:50]=[CH:49][C:48]([C@H:51]3[CH2:56][CH2:55][C@H:54]([OH:57])[CH2:53][CH2:52]3)=[CH:47][CH:46]=2)O1.C([O-])([O-])=O.[K+].[K+]. Given the product [C:1]([Si:5]([CH3:36])([CH3:35])[O:6][C@H:7]1[C@H:11]2[O:12][CH2:13][C@@H:14]([O:15][C:16]3[N:26]([CH2:27][O:28][CH2:29][CH2:30][Si:31]([CH3:34])([CH3:33])[CH3:32])[C:19]4=[N:20][C:21]([C:45]5[CH:50]=[CH:49][C:48]([C@H:51]6[CH2:52][CH2:53][C@H:54]([OH:57])[CH2:55][CH2:56]6)=[CH:47][CH:46]=5)=[C:22]([Cl:24])[CH:23]=[C:18]4[N:17]=3)[C@H:10]2[O:9][CH2:8]1)([CH3:4])([CH3:3])[CH3:2], predict the reactants needed to synthesize it. (4) Given the product [Cl:1][C:2]1[CH:3]=[C:4]([C:8]2[C:13]3[N:14]([CH2:26][C@H:27]4[CH2:28][CH2:29][C@H:30]([CH3:33])[CH2:31][CH2:32]4)[C:15]([N:17]4[CH2:21][CH2:20][CH2:19][C@H:18]4[C:22]([F:24])([F:23])[F:25])=[N:16][C:12]=3[CH:11]=[C:10]([C:34]3[NH:38][N:37]=[N:36][N:35]=3)[N:9]=2)[CH:5]=[N:6][CH:7]=1, predict the reactants needed to synthesize it. The reactants are: [Cl:1][C:2]1[CH:3]=[C:4]([C:8]2[C:13]3[N:14]([CH2:26][C@H:27]4[CH2:32][CH2:31][C@H:30]([CH3:33])[CH2:29][CH2:28]4)[C:15]([N:17]4[CH2:21][CH2:20][CH2:19][C@H:18]4[C:22]([F:25])([F:24])[F:23])=[N:16][C:12]=3[CH:11]=[C:10]([C:34]#[N:35])[N:9]=2)[CH:5]=[N:6][CH:7]=1.[N-:36]=[N+:37]=[N-:38].[Na+].[Cl-].[NH4+]. (5) Given the product [CH3:1][O:2][C:3]1[CH:10]=[C:9]([O:11][CH:13]2[CH2:14][CH2:15][CH2:16][CH2:17][O:12]2)[CH:8]=[CH:7][C:4]=1[CH:5]=[O:6], predict the reactants needed to synthesize it. The reactants are: [CH3:1][O:2][C:3]1[CH:10]=[C:9]([OH:11])[CH:8]=[CH:7][C:4]=1[CH:5]=[O:6].[O:12]1[CH:17]=[CH:16][CH2:15][CH2:14][CH2:13]1.C1(C)C=CC(S([O-])(=O)=O)=CC=1.[NH+]1C=CC=CC=1.